From a dataset of Full USPTO retrosynthesis dataset with 1.9M reactions from patents (1976-2016). Predict the reactants needed to synthesize the given product. (1) Given the product [Cl:1][C:2]1[CH:7]=[CH:6][C:5]([N:8]2[CH:12]=[CH:11][CH:10]=[C:9]2/[CH:13]=[CH:31]/[C:32]([O:34][CH3:35])=[O:33])=[C:4]([C:15]([C:17]2[C:26]3[C:21](=[CH:22][CH:23]=[CH:24][CH:25]=3)[CH:20]=[CH:19][CH:18]=2)=[O:16])[CH:3]=1, predict the reactants needed to synthesize it. The reactants are: [Cl:1][C:2]1[CH:7]=[CH:6][C:5]([N:8]2[CH:12]=[CH:11][CH:10]=[C:9]2[CH:13]=O)=[C:4]([C:15]([C:17]2[C:26]3[C:21](=[CH:22][CH:23]=[CH:24][CH:25]=3)[CH:20]=[CH:19][CH:18]=2)=[O:16])[CH:3]=1.CP(=[CH:31][C:32]([O:34][CH3:35])=[O:33])(C)C. (2) Given the product [CH2:9]([O:16][C:17]1[CH:22]=[CH:21][C:20]([C:23](=[CH:1][N:2]([CH3:8])[CH3:3])[C:24]([O:26][CH3:27])=[O:25])=[CH:19][CH:18]=1)[C:10]1[CH:11]=[CH:12][CH:13]=[CH:14][CH:15]=1, predict the reactants needed to synthesize it. The reactants are: [CH3:1][N:2]([CH3:8])[CH2:3][CH2:1][N:2]([CH3:8])[CH3:3].[CH2:9]([O:16][C:17]1[CH:22]=[CH:21][C:20]([CH2:23][C:24]([O:26][CH3:27])=[O:25])=[CH:19][CH:18]=1)[C:10]1[CH:15]=[CH:14][CH:13]=[CH:12][CH:11]=1.C(OCC)(=O)C.[Cl-].[NH4+].